Task: Regression. Given two drug SMILES strings and cell line genomic features, predict the synergy score measuring deviation from expected non-interaction effect.. Dataset: NCI-60 drug combinations with 297,098 pairs across 59 cell lines (1) Drug 1: CCC1(CC2CC(C3=C(CCN(C2)C1)C4=CC=CC=C4N3)(C5=C(C=C6C(=C5)C78CCN9C7C(C=CC9)(C(C(C8N6C=O)(C(=O)OC)O)OC(=O)C)CC)OC)C(=O)OC)O.OS(=O)(=O)O. Drug 2: CC1=C(C(CCC1)(C)C)C=CC(=CC=CC(=CC(=O)O)C)C. Cell line: 786-0. Synergy scores: CSS=13.5, Synergy_ZIP=-1.80, Synergy_Bliss=-2.53, Synergy_Loewe=-26.7, Synergy_HSA=-3.64. (2) Drug 1: CN(C)N=NC1=C(NC=N1)C(=O)N. Drug 2: C1=NC2=C(N1)C(=S)N=C(N2)N. Cell line: SN12C. Synergy scores: CSS=11.9, Synergy_ZIP=-7.02, Synergy_Bliss=-2.53, Synergy_Loewe=-20.0, Synergy_HSA=-2.89. (3) Drug 1: COC1=C2C(=CC3=C1OC=C3)C=CC(=O)O2. Drug 2: N.N.Cl[Pt+2]Cl. Cell line: ACHN. Synergy scores: CSS=31.3, Synergy_ZIP=-1.33, Synergy_Bliss=-0.116, Synergy_Loewe=-11.7, Synergy_HSA=-0.146. (4) Drug 1: CC(CN1CC(=O)NC(=O)C1)N2CC(=O)NC(=O)C2. Drug 2: C1=NC2=C(N1)C(=S)N=C(N2)N. Cell line: SNB-19. Synergy scores: CSS=18.7, Synergy_ZIP=0.873, Synergy_Bliss=0.835, Synergy_Loewe=1.10, Synergy_HSA=1.98. (5) Drug 1: CC1C(C(=O)NC(C(=O)N2CCCC2C(=O)N(CC(=O)N(C(C(=O)O1)C(C)C)C)C)C(C)C)NC(=O)C3=C4C(=C(C=C3)C)OC5=C(C(=O)C(=C(C5=N4)C(=O)NC6C(OC(=O)C(N(C(=O)CN(C(=O)C7CCCN7C(=O)C(NC6=O)C(C)C)C)C)C(C)C)C)N)C. Drug 2: C#CCC(CC1=CN=C2C(=N1)C(=NC(=N2)N)N)C3=CC=C(C=C3)C(=O)NC(CCC(=O)O)C(=O)O. Cell line: HOP-62. Synergy scores: CSS=20.1, Synergy_ZIP=-0.995, Synergy_Bliss=-0.149, Synergy_Loewe=-8.30, Synergy_HSA=-0.702. (6) Drug 1: C1=CC=C(C(=C1)C(C2=CC=C(C=C2)Cl)C(Cl)Cl)Cl. Drug 2: C(CCl)NC(=O)N(CCCl)N=O. Cell line: MDA-MB-231. Synergy scores: CSS=13.8, Synergy_ZIP=-5.65, Synergy_Bliss=-2.28, Synergy_Loewe=-2.04, Synergy_HSA=-0.0746. (7) Drug 1: CC12CCC3C(C1CCC2=O)CC(=C)C4=CC(=O)C=CC34C. Drug 2: CC(CN1CC(=O)NC(=O)C1)N2CC(=O)NC(=O)C2. Cell line: SW-620. Synergy scores: CSS=53.7, Synergy_ZIP=1.70, Synergy_Bliss=1.04, Synergy_Loewe=0.200, Synergy_HSA=1.89.